From a dataset of CYP2C19 inhibition data for predicting drug metabolism from PubChem BioAssay. Regression/Classification. Given a drug SMILES string, predict its absorption, distribution, metabolism, or excretion properties. Task type varies by dataset: regression for continuous measurements (e.g., permeability, clearance, half-life) or binary classification for categorical outcomes (e.g., BBB penetration, CYP inhibition). Dataset: cyp2c19_veith. (1) The compound is COC(=O)[C@@H]1CCCN1C(=O)[C@@H](C)CO. The result is 0 (non-inhibitor). (2) The compound is CC(C)=CCC/C(C)=C/CO/N=C1/C[C@@H](O)[C@@H](O)[C@@H]2[C@@H]3C(=O)N(Cc4ccc5c(c4)OCO5)C(=O)[C@H]3CC[C@@H]12. The result is 0 (non-inhibitor).